This data is from Full USPTO retrosynthesis dataset with 1.9M reactions from patents (1976-2016). The task is: Predict the reactants needed to synthesize the given product. (1) Given the product [CH3:14][C:13]1([CH3:18])[S:12][C:11]2[CH:10]=[CH:9][C:4]([C:5]([O:7][CH3:8])=[O:6])=[CH:3][C:2]=2[NH:1][CH2:16][CH2:15]1, predict the reactants needed to synthesize it. The reactants are: [NH2:1][C:2]1[CH:3]=[C:4]([CH:9]=[CH:10][C:11]=1[S:12][C:13]([CH3:18])([CH2:15][CH2:16]Cl)[CH3:14])[C:5]([O:7][CH3:8])=[O:6].[I-].[Na+]. (2) The reactants are: [CH:1]([NH:4][C:5]1[O:6][C:7]([C:10]2[CH:11]=[C:12]3[C:16](=[CH:17][CH:18]=2)[N:15](S(C2C=CC(C)=CC=2)(=O)=O)[CH:14]=[C:13]3B2OC(C)(C)C(C)(C)O2)=[N:8][N:9]=1)([CH3:3])[CH3:2].Br[C:39]1[S:40][CH:41]=[C:42]([C:44]([NH:46][CH:47]2[CH2:49][CH2:48]2)=[O:45])[N:43]=1. Given the product [CH:47]1([NH:46][C:44]([C:42]2[N:43]=[C:39]([C:13]3[C:12]4[C:16](=[CH:17][CH:18]=[C:10]([C:7]5[O:6][C:5]([NH:4][CH:1]([CH3:2])[CH3:3])=[N:9][N:8]=5)[CH:11]=4)[NH:15][CH:14]=3)[S:40][CH:41]=2)=[O:45])[CH2:48][CH2:49]1, predict the reactants needed to synthesize it. (3) Given the product [CH3:60][O:59][C:57](=[O:58])[NH:56][CH:48]([C:47]([N:43]1[CH2:44][CH:45]([O:67][CH3:63])[CH2:46][CH:42]1[C:39]1[NH:38][C:37]([C:34]2[CH:35]=[CH:36][C:31]([C:26]3[CH:27]=[CH:28][C:23]4[C:24](=[CH:29][CH:30]=[C:21]([C:18]5[NH:17][C:16]([CH:12]6[CH2:13][CH2:14][CH2:15][N:11]6[C:123](=[O:125])[CH:122]([NH:121][C:119]([O:118][CH3:117])=[O:120])[C:126]6[CH:131]=[CH:130][CH:129]=[CH:128][CH:127]=6)=[N:20][CH:19]=5)[CH:22]=4)[CH:25]=3)=[CH:32][CH:33]=2)=[CH:41][N:40]=1)=[O:61])[CH:50]([CH3:55])[CH3:51], predict the reactants needed to synthesize it. The reactants are: COC(=O)NC(C([N:11]1[CH2:15][CH2:14][CH2:13][CH:12]1[C:16]1[NH:17][C:18]([C:21]2[CH:30]=[CH:29][C:28]3[C:23](=[CH:24][CH:25]=[C:26]([C:31]4[CH:36]=[CH:35][C:34]([C:37]5[NH:38][C:39]([CH:42]6[CH2:46][CH2:45][CH2:44][N:43]6[C:47](=[O:61])[C:48]([NH:56][C:57]([O:59][CH3:60])=[O:58])([C:50]6[CH:55]=CC=C[CH:51]=6)C)=[N:40][CH:41]=5)=[CH:33][CH:32]=4)[CH:27]=3)[CH:22]=2)=[CH:19][N:20]=1)=O)C(C)C.[C:63]([O:67]C(N1CCCC1C1NC(C2C=CC(C3C=CC4C(=CC=C(C5NC(C6CCCN6C(=O)C(NC(OC)=O)C(C)C)=NC=5)C=4)C=3)=CC=2)=CN=1)=O)(C)(C)C.[CH3:117][O:118][C:119]([NH:121][CH:122]([C:126]1[CH:131]=[CH:130][CH:129]=[CH:128][CH:127]=1)[C:123]([OH:125])=O)=[O:120].COC(NC(C1C=CC=CC=1)(C)C(O)=O)=O. (4) Given the product [CH3:44][C:39]1([CH3:45])[NH:38][CH2:43][CH2:42][N:41]([C:2]2[CH:3]=[C:4]([C:8]3[N:9]=[C:10]4[C:16]([C:17](=[O:22])[C:18]([CH3:20])([CH3:19])[CH3:21])=[CH:15][NH:14][C:11]4=[N:12][CH:13]=3)[CH:5]=[CH:6][CH:7]=2)[CH2:40]1, predict the reactants needed to synthesize it. The reactants are: I[C:2]1[CH:3]=[C:4]([C:8]2[N:9]=[C:10]3[C:16]([C:17](=[O:22])[C:18]([CH3:21])([CH3:20])[CH3:19])=[CH:15][N:14](COCC[Si](C)(C)C)[C:11]3=[N:12][CH:13]=2)[CH:5]=[CH:6][CH:7]=1.C(OC([N:38]1[CH2:43][CH2:42][NH:41][CH2:40][C:39]1([CH3:45])[CH3:44])=O)(C)(C)C. (5) Given the product [F:1][C:2]1[CH:3]=[C:4]([CH:5]2[O:6][CH2:11]2)[CH:7]=[C:8]([F:10])[CH:9]=1, predict the reactants needed to synthesize it. The reactants are: [F:1][C:2]1[CH:3]=[C:4]([CH:7]=[C:8]([F:10])[CH:9]=1)[CH:5]=[O:6].[CH3:11]CCCC.C(OCC)C. (6) Given the product [F:39][C:36]([F:37])([F:38])[C:33]1[CH:34]=[CH:35][C:30]([CH2:29][NH:16][CH2:17][CH2:18][C:19]2[CH:24]=[CH:23][C:22]3[O:25][CH2:26][O:27][C:21]=3[CH:20]=2)=[CH:31][CH:32]=1, predict the reactants needed to synthesize it. The reactants are: C1OC2C=CC(CCN)=CC=2O1.[Cl-].CC1[C:24]2[C:19](=[CH:20][C:21]([O:27]C)=[C:22]([O:25][CH3:26])[CH:23]=2)[CH2:18][CH2:17][N+:16]=1[CH2:29][C:30]1[CH:35]=[CH:34][C:33]([C:36]([F:39])([F:38])[F:37])=[CH:32][CH:31]=1.